From a dataset of NCI-60 drug combinations with 297,098 pairs across 59 cell lines. Regression. Given two drug SMILES strings and cell line genomic features, predict the synergy score measuring deviation from expected non-interaction effect. (1) Drug 1: CC1=CC2C(CCC3(C2CCC3(C(=O)C)OC(=O)C)C)C4(C1=CC(=O)CC4)C. Drug 2: CN(CCCl)CCCl.Cl. Cell line: SNB-19. Synergy scores: CSS=-7.50, Synergy_ZIP=-0.0136, Synergy_Bliss=0.165, Synergy_Loewe=-22.4, Synergy_HSA=-7.53. (2) Drug 1: CS(=O)(=O)C1=CC(=C(C=C1)C(=O)NC2=CC(=C(C=C2)Cl)C3=CC=CC=N3)Cl. Drug 2: C(CN)CNCCSP(=O)(O)O. Cell line: NCI-H322M. Synergy scores: CSS=-10.5, Synergy_ZIP=-0.310, Synergy_Bliss=-8.35, Synergy_Loewe=-12.6, Synergy_HSA=-10.3.